Dataset: Full USPTO retrosynthesis dataset with 1.9M reactions from patents (1976-2016). Task: Predict the reactants needed to synthesize the given product. (1) The reactants are: [C:1]([C:5]1[CH:10]=[C:9]([O:11][C:12](=[O:17])[C:13]([CH3:16])([CH3:15])[CH3:14])[C:8]([C:18]([CH3:21])([CH3:20])[CH3:19])=[CH:7][C:6]=1[O:22]CC(C)=C)([CH3:4])([CH3:3])[CH3:2]. Given the product [C:18]([C:8]1[C:7]2[CH2:2][C:1]([CH3:4])([CH3:3])[O:22][C:6]=2[C:5]([C:1]([CH3:2])([CH3:3])[CH3:4])=[CH:10][C:9]=1[O:11][C:12](=[O:17])[C:13]([CH3:15])([CH3:16])[CH3:14])([CH3:21])([CH3:19])[CH3:20], predict the reactants needed to synthesize it. (2) The reactants are: CS(C)=O.C(Cl)(=O)C(Cl)=O.[OH:11][CH:12]([C:17]1[O:18][CH:19]=[CH:20][C:21]=1[C:22]([O:24][CH2:25][Si:26]([CH3:29])([CH3:28])[CH3:27])=[O:23])[CH2:13][CH:14]([CH3:16])[CH3:15].C(N(CC)CC)C. Given the product [CH3:15][CH:14]([CH3:16])[CH2:13][C:12]([C:17]1[O:18][CH:19]=[CH:20][C:21]=1[C:22]([O:24][CH2:25][Si:26]([CH3:29])([CH3:27])[CH3:28])=[O:23])=[O:11], predict the reactants needed to synthesize it.